From a dataset of Peptide-MHC class I binding affinity with 185,985 pairs from IEDB/IMGT. Regression. Given a peptide amino acid sequence and an MHC pseudo amino acid sequence, predict their binding affinity value. This is MHC class I binding data. (1) The binding affinity (normalized) is 0.213. The MHC is HLA-A11:01 with pseudo-sequence HLA-A11:01. The peptide sequence is GRNQFVDGL. (2) The peptide sequence is TSPEKLPPGA. The MHC is H-2-Kb with pseudo-sequence H-2-Kb. The binding affinity (normalized) is 0. (3) The peptide sequence is IQNALEKAL. The MHC is HLA-A80:01 with pseudo-sequence HLA-A80:01. The binding affinity (normalized) is 0.0847. (4) The peptide sequence is YMQQVSEGL. The MHC is HLA-A02:12 with pseudo-sequence HLA-A02:12. The binding affinity (normalized) is 0.936. (5) The peptide sequence is VETGTTETMPK. The MHC is Mamu-B08 with pseudo-sequence Mamu-B08. The binding affinity (normalized) is 0. (6) The peptide sequence is CSANNSHHY. The MHC is HLA-B07:02 with pseudo-sequence HLA-B07:02. The binding affinity (normalized) is 0. (7) The peptide sequence is VMLDWGIEL. The MHC is HLA-B58:01 with pseudo-sequence HLA-B58:01. The binding affinity (normalized) is 0.0847.